This data is from Forward reaction prediction with 1.9M reactions from USPTO patents (1976-2016). The task is: Predict the product of the given reaction. (1) Given the reactants [Si:1]([O:8][CH2:9][C@@H:10]([NH2:16])[CH2:11][C:12]([F:15])([F:14])[CH3:13])([C:4]([CH3:7])([CH3:6])[CH3:5])([CH3:3])[CH3:2].CO[CH:19](O)[C:20]([F:23])([F:22])[F:21], predict the reaction product. The product is: [Si:1]([O:8][CH2:9][C@@H:10](/[N:16]=[CH:19]/[C:20]([F:23])([F:22])[F:21])[CH2:11][C:12]([F:15])([F:14])[CH3:13])([C:4]([CH3:7])([CH3:6])[CH3:5])([CH3:3])[CH3:2]. (2) Given the reactants [CH2:1]([O:8][C:9]1[N:14]=[C:13]([CH:15](C#N)[C:16]2[CH:17]=[C:18]([CH:21]=[C:22]([CH3:24])[CH:23]=2)[C:19]#[N:20])[C:12]([CH:27]([CH3:29])[CH3:28])=[C:11]([O:30][CH2:31][C:32]2[CH:37]=[CH:36][CH:35]=[CH:34][CH:33]=2)[N:10]=1)[C:2]1[CH:7]=[CH:6][CH:5]=[CH:4][CH:3]=1.[H-].[Na+].CN(C=[O:44])C, predict the reaction product. The product is: [CH2:1]([O:8][C:9]1[N:14]=[C:13]([C:15]([C:16]2[CH:17]=[C:18]([CH:21]=[C:22]([CH3:24])[CH:23]=2)[C:19]#[N:20])=[O:44])[C:12]([CH:27]([CH3:29])[CH3:28])=[C:11]([O:30][CH2:31][C:32]2[CH:33]=[CH:34][CH:35]=[CH:36][CH:37]=2)[N:10]=1)[C:2]1[CH:7]=[CH:6][CH:5]=[CH:4][CH:3]=1. (3) Given the reactants [O:1]1[C:3]2([CH2:7][CH2:6][CH2:5][CH2:4]2)[CH2:2]1.[Br:8][C:9]1[CH:10]=[C:11]([SH:15])[CH:12]=[CH:13][CH:14]=1, predict the reaction product. The product is: [Br:8][C:9]1[CH:10]=[C:11]([S:15][CH2:2][C:3]2([OH:1])[CH2:7][CH2:6][CH2:5][CH2:4]2)[CH:12]=[CH:13][CH:14]=1. (4) Given the reactants CC1(C)[O:7][CH2:6][C:5]([NH:9][C:10]([CH2:12][O:13][C:14](=[O:32])[CH2:15][CH2:16][CH2:17][CH2:18][CH2:19][CH2:20][CH2:21][CH2:22][CH2:23][CH2:24][CH2:25][CH2:26][CH2:27][CH2:28][CH2:29][CH2:30][CH3:31])=[O:11])([CH3:8])[CH2:4][O:3]1.C1(C)C=CC(S(O)(=O)=O)=CC=1, predict the reaction product. The product is: [OH:3][CH2:4][C:5]([NH:9][C:10]([CH2:12][O:13][C:14](=[O:32])[CH2:15][CH2:16][CH2:17][CH2:18][CH2:19][CH2:20][CH2:21][CH2:22][CH2:23][CH2:24][CH2:25][CH2:26][CH2:27][CH2:28][CH2:29][CH2:30][CH3:31])=[O:11])([CH2:6][OH:7])[CH3:8]. (5) The product is: [CH2:1]([NH:8][C:9]1[C:10]2[NH:18][N:17]=[C:16]([CH:19]([CH3:21])[CH3:20])[C:11]=2[N:12]=[C:13]([NH:27][CH:24]([CH2:23][OH:22])[CH2:25][CH3:26])[N:14]=1)[C:2]1[CH:7]=[CH:6][CH:5]=[CH:4][CH:3]=1. Given the reactants [CH2:1]([NH:8][C:9]1[C:10]2[NH:18][N:17]=[C:16]([CH:19]([CH3:21])[CH3:20])[C:11]=2[N:12]=[C:13](Cl)[N:14]=1)[C:2]1[CH:7]=[CH:6][CH:5]=[CH:4][CH:3]=1.[OH:22][CH2:23][CH:24]([NH2:27])[CH2:25][CH3:26], predict the reaction product. (6) Given the reactants Cl.[NH2:2][CH2:3][C:4]([C:6]1[CH:11]=[CH:10][CH:9]=[CH:8][CH:7]=1)=[O:5].[N:12]1[C:21]2[C:16](=[CH:17][C:18]([C:22](O)=O)=[CH:19][CH:20]=2)[CH:15]=[CH:14][CH:13]=1.F[P-](F)(F)(F)(F)F.CN([P+](N(C)C)(N(C)C)Cl)C.C(N(CC)C(C)C)(C)C, predict the reaction product. The product is: [C:6]1([C:4]2[O:5][C:22]([C:18]3[CH:17]=[C:16]4[C:21](=[CH:20][CH:19]=3)[N:12]=[CH:13][CH:14]=[CH:15]4)=[N:2][CH:3]=2)[CH:11]=[CH:10][CH:9]=[CH:8][CH:7]=1.